From a dataset of Forward reaction prediction with 1.9M reactions from USPTO patents (1976-2016). Predict the product of the given reaction. (1) Given the reactants CN(C)CCCNC(C1C=C(C2C=CC(CSCCOC3C=CC=CC=3)=CC=2)C=CC=1)=O.[O:33]([CH2:40][CH2:41][S:42][CH2:43][C:44]1[CH:49]=[CH:48][CH:47]=[CH:46][C:45]=1[C:50]1[C:51]([C:56](O)=[O:57])=[CH:52][CH:53]=[CH:54][CH:55]=1)[C:34]1[CH:39]=[CH:38][CH:37]=[CH:36][CH:35]=1.[C:59](N1C=CN=C1)([N:61]1[CH:65]=[CH:64][N:63]=[CH:62]1)=O.CN(C)CCN, predict the reaction product. The product is: [CH3:59][N:61]([CH3:62])[CH2:65][CH2:64][NH:63][C:56]([C:51]1[C:50]([C:45]2[CH:46]=[CH:47][CH:48]=[CH:49][C:44]=2[CH2:43][S:42][CH2:41][CH2:40][O:33][C:34]2[CH:35]=[CH:36][CH:37]=[CH:38][CH:39]=2)=[CH:55][CH:54]=[CH:53][CH:52]=1)=[O:57]. (2) The product is: [CH3:17][C:14]1[CH:15]=[C:16]2[C:11]([CH:10]=[CH:9][C:8](=[O:18])[N:7]2[CH2:6][CH:2]=[O:1])=[CH:12][CH:13]=1. Given the reactants [O:1]1CCO[CH:2]1[CH2:6][N:7]1[C:16]2[C:11](=[CH:12][CH:13]=[C:14]([CH3:17])[CH:15]=2)[CH:10]=[CH:9][C:8]1=[O:18].FC(F)(F)C(O)=O.C(=O)([O-])O.[Na+], predict the reaction product.